Dataset: Peptide-MHC class I binding affinity with 185,985 pairs from IEDB/IMGT. Task: Regression. Given a peptide amino acid sequence and an MHC pseudo amino acid sequence, predict their binding affinity value. This is MHC class I binding data. (1) The peptide sequence is ARWLASTPL. The MHC is HLA-B57:01 with pseudo-sequence HLA-B57:01. The binding affinity (normalized) is 0.0847. (2) The peptide sequence is KINQIIHDF. The MHC is HLA-A24:02 with pseudo-sequence HLA-A24:02. The binding affinity (normalized) is 0.364. (3) The peptide sequence is GQQRSTLERTSKASL. The MHC is HLA-B40:02 with pseudo-sequence HLA-B40:02. The binding affinity (normalized) is 0.201.